Dataset: Reaction yield outcomes from USPTO patents with 853,638 reactions. Task: Predict the reaction yield, written as a fraction of the theoretical maximum amount of product (1.0 means a 100% yield; for example, 0.34 means a 34% yield). The reactants are [Br:1][C:2]1[CH:24]=[CH:23][C:5]2[N:6](C(OC(C)(C)C)=O)[CH:7]([CH2:10][C:11]([O:13][CH2:14][CH3:15])=[O:12])[CH2:8][O:9][C:4]=2[CH:3]=1.O1CCOCC1. The catalyst is Cl. The product is [Br:1][C:2]1[CH:24]=[CH:23][C:5]2[NH:6][CH:7]([CH2:10][C:11]([O:13][CH2:14][CH3:15])=[O:12])[CH2:8][O:9][C:4]=2[CH:3]=1. The yield is 0.960.